Predict which catalyst facilitates the given reaction. From a dataset of Catalyst prediction with 721,799 reactions and 888 catalyst types from USPTO. Reactant: C1(P(C2C=CC=CC=2)C2C=CC=CC=2)C=CC=CC=1.CC(OC(/N=N/C(OC(C)C)=O)=O)C.[I:34][C:35]1[C:39]([C:40]([O:42][CH2:43][CH3:44])=[O:41])=[C:38]([C:45]([O:47][CH2:48][CH3:49])=[O:46])[NH:37][N:36]=1.O[CH2:51][CH:52]1[CH2:56][O:55][C:54]([CH3:58])([CH3:57])[N:53]1[C:59]([O:61][C:62]([CH3:65])([CH3:64])[CH3:63])=[O:60]. Product: [C:62]([O:61][C:59]([N:53]1[CH:52]([CH2:51][N:37]2[C:38]([C:45]([O:47][CH2:48][CH3:49])=[O:46])=[C:39]([C:40]([O:42][CH2:43][CH3:44])=[O:41])[C:35]([I:34])=[N:36]2)[CH2:56][O:55][C:54]1([CH3:57])[CH3:58])=[O:60])([CH3:65])([CH3:63])[CH3:64]. The catalyst class is: 1.